This data is from Full USPTO retrosynthesis dataset with 1.9M reactions from patents (1976-2016). The task is: Predict the reactants needed to synthesize the given product. (1) Given the product [OH:1][C:2]1[C:7]([C:8]([OH:10])=[O:9])=[CH:6][N:5]=[C:4]2[S:13][CH:14]=[C:15]([CH3:16])[C:3]=12, predict the reactants needed to synthesize it. The reactants are: [OH:1][C:2]1[C:7]([C:8]([O:10]CC)=[O:9])=[CH:6][N:5]=[C:4]2[S:13][CH:14]=[C:15]([CH3:16])[C:3]=12.CCO.[OH-].[Na+].C(Cl)Cl. (2) Given the product [CH3:1][O:2][CH2:3][O:4][C:5]1[CH:14]=[CH:13][C:12]2[O:11][C:10](=[O:15])[CH:9]3[CH2:22][C:21](=[CH2:20])[CH2:27][CH:8]3[C:7]=2[CH:6]=1, predict the reactants needed to synthesize it. The reactants are: [CH3:1][O:2][CH2:3][O:4][C:5]1[CH:6]=[C:7]2[C:12](=[CH:13][CH:14]=1)[O:11][C:10](=[O:15])[CH:9]=[CH:8]2.C(O[CH2:20][C:21](=[CH2:27])[CH2:22][Si](C)(C)C)(=O)C.P(OC(C)C)(OC(C)C)OC(C)C. (3) Given the product [CH3:38][N:39]([CH3:43])[CH2:40][CH2:41][NH:42][C:9]([C:11]1[N:12]([CH3:33])[C:13]2[C:21]([C:22]=1[Br:23])=[C:20]1[C:16]([C:17](=[O:25])[NH:18][C:19]1=[O:24])=[C:15]([C:26]1[CH:31]=[CH:30][CH:29]=[CH:28][C:27]=1[Cl:32])[CH:14]=2)=[O:8], predict the reactants needed to synthesize it. The reactants are: FC1C([O:8][C:9]([C:11]2[N:12]([CH3:33])[C:13]3[C:21]([C:22]=2[Br:23])=[C:20]2[C:16]([C:17](=[O:25])[NH:18][C:19]2=[O:24])=[C:15]([C:26]2[CH:31]=[CH:30][CH:29]=[CH:28][C:27]=2[Cl:32])[CH:14]=3)=O)=C(F)C(F)=C(F)C=1F.[CH3:38][N:39]([CH3:43])[CH2:40][CH2:41][NH2:42]. (4) The reactants are: [CH3:1][N:2]1[CH2:7][CH2:6][CH:5]([NH:8][C:9]2[CH:14]=[CH:13][CH:12]=[CH:11][C:10]=2/[CH:15]=[CH:16]/[C:17]([O:19][CH3:20])=[O:18])[CH2:4][CH2:3]1.[H][H]. Given the product [CH3:1][N:2]1[CH2:3][CH2:4][CH:5]([NH:8][C:9]2[CH:14]=[CH:13][CH:12]=[CH:11][C:10]=2[CH2:15][CH2:16][C:17]([O:19][CH3:20])=[O:18])[CH2:6][CH2:7]1, predict the reactants needed to synthesize it. (5) Given the product [CH3:34][C:6]1([CH3:35])[C:7]2[C:12](=[CH:11][C:10]([NH:13][C:14](=[O:33])[C:15]3[CH:20]=[CH:19][CH:18]=[CH:17][C:16]=3[NH:21][CH2:22][C:23]3[C:32]4[C:27](=[CH:28][CH:29]=[CH:30][CH:31]=4)[N:26]=[CH:25][CH:24]=3)=[CH:9][CH:8]=2)[NH:4][CH2:5]1, predict the reactants needed to synthesize it. The reactants are: C([N:4]1[C:12]2[C:7](=[CH:8][CH:9]=[C:10]([NH:13][C:14](=[O:33])[C:15]3[CH:20]=[CH:19][CH:18]=[CH:17][C:16]=3[NH:21][CH2:22][C:23]3[C:32]4[C:27](=[CH:28][CH:29]=[CH:30][CH:31]=4)[N:26]=[CH:25][CH:24]=3)[CH:11]=2)[C:6]([CH3:35])([CH3:34])[CH2:5]1)(=O)C.Cl. (6) Given the product [CH3:1][C:2]1[CH:3]=[N:4][C:5]([CH2:11][S+:12]([O-:24])[C:13]2[N-:14][C:15]3[CH:16]=[CH:17][C:18]([O:22][CH3:23])=[CH:19][C:20]=3[N:21]=2)=[C:6]([CH3:10])[C:7]=1[O:8][CH3:9].[CH3:1][C:2]1[CH:3]=[N:4][C:5]([CH2:11][S+:12]([O-:24])[C:13]2[N-:14][C:15]3[CH:16]=[CH:17][C:18]([O:22][CH3:23])=[CH:19][C:20]=3[N:21]=2)=[C:6]([CH3:10])[C:7]=1[O:8][CH3:9].[Mg+2:26], predict the reactants needed to synthesize it. The reactants are: [CH3:1][C:2]1[CH:3]=[N:4][C:5]([CH2:11][S+:12]([O-:24])[C:13]2[N-:14][C:15]3[CH:16]=[CH:17][C:18]([O:22][CH3:23])=[CH:19][C:20]=3[N:21]=2)=[C:6]([CH3:10])[C:7]=1[O:8][CH3:9].[Na+].[Mg+2:26].[Cl-].[Cl-].